From a dataset of HIV replication inhibition screening data with 41,000+ compounds from the AIDS Antiviral Screen. Binary Classification. Given a drug SMILES string, predict its activity (active/inactive) in a high-throughput screening assay against a specified biological target. (1) The drug is CC(=O)NC(C)(C)C1CCC(C)=C(c2ccccc2)C1. The result is 0 (inactive). (2) The molecule is O=C1c2cc(-c3ccccc3)cnc2S(=O)(=O)N1c1ccc(Br)cc1. The result is 0 (inactive). (3) The compound is CC(=O)[O-].Clc1ccc2c(c1)C=[N+]1CC[N+]3=Cc4cc(Cl)ccc4[OH+][Mn+3]13[OH+]2. The result is 0 (inactive). (4) The compound is CC(c1ccccc1)n1c(N)c(C#N)c2ccc([N+](=O)[O-])cc2c1=O. The result is 0 (inactive). (5) The compound is O=C1CC(c2c[nH]c3ccccc23)C(=O)N1c1ccccc1. The result is 0 (inactive). (6) The compound is C=Cc1ccc(CC)cn1. The result is 0 (inactive). (7) The compound is Cc1ccc(N2C(=S)N(c3ccccc3C)C3=C(N=Nc4ccccc4)C2=Nc2ccccc2N3)cc1. The result is 0 (inactive). (8) The compound is Cc1c(C(=O)CC(=O)C(=O)NC2C3CC4CC(C3)CC2C4)[n+]([O-])c2ccccc2[n+]1[O-]. The result is 0 (inactive). (9) The molecule is N=c1[nH]onc1-c1no[n+]([O-])c1-c1no[nH]c1=N. The result is 0 (inactive). (10) The molecule is CC(C(=O)O)C1Nc2ccccc2NC1=O. The result is 0 (inactive).